This data is from Forward reaction prediction with 1.9M reactions from USPTO patents (1976-2016). The task is: Predict the product of the given reaction. (1) Given the reactants C(=O)([O-])O.[K+].F[C:7]1[CH:8]=[C:9]([O:16][C:17]2[CH:21]=[C:20]([CH3:22])[NH:19][N:18]=2)[CH:10]=[CH:11][C:12]=1[N+:13]([O-:15])=[O:14].O.[CH2:24]([OH:26])[CH3:25], predict the reaction product. The product is: [CH2:24]([O:26][C:7]1[CH:8]=[C:9]([O:16][C:17]2[CH:21]=[C:20]([CH3:22])[NH:19][N:18]=2)[CH:10]=[CH:11][C:12]=1[N+:13]([O-:15])=[O:14])[CH3:25]. (2) Given the reactants N=[C:2]([C:27]1[CH:32]=[CH:31][CH:30]=[CH:29][C:28]=1[O:33][CH3:34])[C:3]1[CH:8]=[CH:7][CH:6]=[C:5]([CH3:9])[C:4]=1[C:10]1[CH:11]=[C:12]2[C:17](=[CH:18][CH:19]=1)[N:16]=[C:15]([NH2:20])[C:14]([N:21]1[CH2:26][CH2:25][O:24][CH2:23][CH2:22]1)=[CH:13]2.[OH-:35].[Na+], predict the reaction product. The product is: [NH2:20][C:15]1[C:14]([N:21]2[CH2:22][CH2:23][O:24][CH2:25][CH2:26]2)=[CH:13][C:12]2[C:17](=[CH:18][CH:19]=[C:10]([C:4]3[C:5]([CH3:9])=[CH:6][CH:7]=[CH:8][C:3]=3[C:2]([C:27]3[CH:32]=[CH:31][CH:30]=[CH:29][C:28]=3[O:33][CH3:34])=[O:35])[CH:11]=2)[N:16]=1. (3) Given the reactants Cl[C:2]1[C:11]([CH:12]=[O:13])=[CH:10][C:9]2[C:4](=[C:5]([CH3:14])[CH:6]=[CH:7][CH:8]=2)[N:3]=1.[F:15][C:16]([F:27])([F:26])[C:17]1[CH:22]=[CH:21][CH:20]=[CH:19][C:18]=1B(O)O.C(=O)([O-])[O-].[Na+].[Na+], predict the reaction product. The product is: [CH3:14][C:5]1[CH:6]=[CH:7][CH:8]=[C:9]2[C:4]=1[N:3]=[C:2]([C:18]1[CH:19]=[CH:20][CH:21]=[CH:22][C:17]=1[C:16]([F:27])([F:26])[F:15])[C:11]([CH:12]=[O:13])=[CH:10]2.